Dataset: Full USPTO retrosynthesis dataset with 1.9M reactions from patents (1976-2016). Task: Predict the reactants needed to synthesize the given product. Given the product [O:61]=[C:60]1[C:59]2[C:54](=[CH:55][CH:56]=[CH:57][CH:58]=2)[C:53](=[O:62])[N:52]1[CH2:51][C@H:35]1[N:36]([S:38]([C:41]2[CH:50]=[CH:49][C:48]3[C:43](=[CH:44][CH:45]=[CH:46][CH:47]=3)[CH:42]=2)(=[O:40])=[O:39])[CH2:37][C@H:33]([O:29][S:28]([CH3:27])(=[O:31])=[O:30])[CH2:34]1, predict the reactants needed to synthesize it. The reactants are: C(N(CC)CC)C.C1(P(C2C=CC=CC=2)C2C=CC=CC=2)C=CC=CC=1.[CH3:27][S:28]([OH:31])(=[O:30])=[O:29].O[C@H:33]1[CH2:37][N:36]([S:38]([C:41]2[CH:50]=[CH:49][C:48]3[C:43](=[CH:44][CH:45]=[CH:46][CH:47]=3)[CH:42]=2)(=[O:40])=[O:39])[C@H:35]([CH2:51][N:52]2[C:60](=[O:61])[C:59]3[C:54](=[CH:55][CH:56]=[CH:57][CH:58]=3)[C:53]2=[O:62])[CH2:34]1.CC(OC(/N=N/C(OC(C)C)=O)=O)C.